The task is: Regression. Given a peptide amino acid sequence and an MHC pseudo amino acid sequence, predict their binding affinity value. This is MHC class I binding data.. This data is from Peptide-MHC class I binding affinity with 185,985 pairs from IEDB/IMGT. (1) The peptide sequence is EFVMCLEAK. The MHC is HLA-A33:01 with pseudo-sequence HLA-A33:01. The binding affinity (normalized) is 0.535. (2) The binding affinity (normalized) is 0.560. The MHC is HLA-A24:03 with pseudo-sequence HLA-A24:03. The peptide sequence is EYAPFARLL.